Predict the reaction yield, written as a fraction of the theoretical maximum amount of product (1.0 means a 100% yield; for example, 0.34 means a 34% yield). From a dataset of Reaction yield outcomes from USPTO patents with 853,638 reactions. (1) The reactants are [Br:1][C:2]1[CH:10]=[C:6]([C:7]([OH:9])=O)[C:5]([OH:11])=[CH:4][CH:3]=1.[NH2:12][C:13]1[S:14][C:15]([C:20]2[CH:25]=[CH:24][CH:23]=[CH:22][CH:21]=2)=[C:16]([CH2:18][CH3:19])[N:17]=1. No catalyst specified. The product is [Br:1][C:2]1[CH:3]=[CH:4][C:5]([OH:11])=[C:6]([CH:10]=1)[C:7]([NH:12][C:13]1[S:14][C:15]([C:20]2[CH:25]=[CH:24][CH:23]=[CH:22][CH:21]=2)=[C:16]([CH2:18][CH3:19])[N:17]=1)=[O:9]. The yield is 0.174. (2) The reactants are Br[C:2]1[N:7]=[C:6]2[N:8]([C@H:13]3[CH2:18][CH2:17][C@H:16]([O:19][CH3:20])[CH2:15][CH2:14]3)[C:9](=[O:12])[CH2:10][NH:11][C:5]2=[N:4][CH:3]=1.BrC1N=C([NH:35][C@H:36]2[CH2:41][CH2:40][C@H:39](OC)[CH2:38]C2)C(NCC(OCC)=O)=NC=1.[C:44]([OH:50])([C:46](F)(F)F)=O.[C:51](=O)(O)[O-].[Na+]. The catalyst is O.CO. The product is [OH:50][C:44]([C:36]1[N:35]=[CH:38][C:39]([C:2]2[N:7]=[C:6]3[N:8]([C@H:13]4[CH2:18][CH2:17][C@H:16]([O:19][CH3:20])[CH2:15][CH2:14]4)[C:9](=[O:12])[CH2:10][NH:11][C:5]3=[N:4][CH:3]=2)=[CH:40][CH:41]=1)([CH3:46])[CH3:51]. The yield is 0.550.